This data is from Forward reaction prediction with 1.9M reactions from USPTO patents (1976-2016). The task is: Predict the product of the given reaction. (1) The product is: [O:21]=[C:2]1[C:3]2([CH2:13][O:12][C:11]3[CH:14]=[C:15]4[C:19](=[CH:20][C:10]2=3)[CH2:18][CH2:17][O:16]4)[C:4]2[C:9](=[CH:8][CH:7]=[CH:6][CH:5]=2)[N:1]1[CH2:29][C:30]1[CH:31]=[C:32]([CH:33]=[CH:34][CH:35]=1)[C:36]#[N:37]. Given the reactants [NH:1]1[C:9]2[C:4](=[CH:5][CH:6]=[CH:7][CH:8]=2)[C:3]2([CH2:13][O:12][C:11]3[CH:14]=[C:15]4[C:19](=[CH:20][C:10]2=3)[CH2:18][CH2:17][O:16]4)[C:2]1=[O:21].C(=O)([O-])[O-].[Cs+].[Cs+].Br[CH2:29][C:30]1[CH:35]=[CH:34][CH:33]=[C:32]([C:36]#[N:37])[CH:31]=1, predict the reaction product. (2) Given the reactants [C:1]1([CH2:7][O:8][C:9]2[CH:14]=[CH:13][C:12]([Cl:15])=[CH:11][C:10]=2[CH2:16]Br)[CH:6]=[CH:5][CH:4]=[CH:3][CH:2]=1.Br[C:19]1[O:20][CH:21]=[C:22]([C:24]([O:26][CH2:27][CH3:28])=[O:25])[N:23]=1, predict the reaction product. The product is: [Cl:15][C:12]1[CH:13]=[CH:14][C:9]([O:8][CH2:7][C:1]2[CH:6]=[CH:5][CH:4]=[CH:3][CH:2]=2)=[C:10]([CH2:16][C:19]2[O:20][CH:21]=[C:22]([C:24]([O:26][CH2:27][CH3:28])=[O:25])[N:23]=2)[CH:11]=1. (3) Given the reactants [F:1][C@H:2]1[CH2:6][CH2:5][N:4]([C:7]2[CH:8]=[CH:9][C:10]3[N:11]([C:13](C(O)=O)=[CH:14][N:15]=3)[N:12]=2)[CH2:3]1.C1(P([NH-:33])(C2C=CC=CC=2)=O)C=CC=CC=1.C(N(CC)CC)C.[OH-].[Na+], predict the reaction product. The product is: [F:1][C@H:2]1[CH2:6][CH2:5][N:4]([C:7]2[CH:8]=[CH:9][C:10]3[N:11]([C:13]([NH2:33])=[CH:14][N:15]=3)[N:12]=2)[CH2:3]1. (4) Given the reactants [N+:1]([C:4]1[N:5]=[C:6]2[N:31]([CH:32]=1)[CH2:30][C:8]1([CH2:13][CH2:12][N:11]([C:14](=[O:29])[CH2:15][N:16]3[CH2:21][CH2:20][N:19](C(OC(C)(C)C)=O)[CH2:18][CH2:17]3)[CH2:10][CH2:9]1)[O:7]2)([O-:3])=[O:2].FC(F)(F)C(O)=O.C(N(CC)CC)C.Cl[C:48]1[O:49][C:50]2[CH:56]=[CH:55][CH:54]=[CH:53][C:51]=2[N:52]=1, predict the reaction product. The product is: [O:49]1[C:50]2[CH:56]=[CH:55][CH:54]=[CH:53][C:51]=2[N:52]=[C:48]1[N:19]1[CH2:20][CH2:21][N:16]([CH2:15][C:14]([N:11]2[CH2:12][CH2:13][C:8]3([O:7][C:6]4=[N:5][C:4]([N+:1]([O-:3])=[O:2])=[CH:32][N:31]4[CH2:30]3)[CH2:9][CH2:10]2)=[O:29])[CH2:17][CH2:18]1. (5) The product is: [Br:27][C:13]1[N:14]=[CH:15][O:16][C:12]=1[C:3]1[CH:4]=[CH:5][C:6]([C:8]([F:11])([F:9])[F:10])=[CH:7][C:2]=1[F:1]. Given the reactants [F:1][C:2]1[CH:7]=[C:6]([C:8]([F:11])([F:10])[F:9])[CH:5]=[CH:4][C:3]=1[C:12]1[O:16][CH:15]=[N:14][CH:13]=1.C[Si]([N-][Si](C)(C)C)(C)C.[Li+].[Br:27]Br.[O-]S([O-])=O.[Na+].[Na+], predict the reaction product. (6) Given the reactants B(Cl)(Cl)Cl.C(Cl)Cl.C([O:15][C:16]1[C:17]([CH3:32])=[C:18]([CH3:31])[C:19]([NH:23][C:24]2[CH:29]=[CH:28][C:27]([Br:30])=[CH:26][CH:25]=2)=[N:20][C:21]=1[CH3:22])C1C=CC=CC=1.CC1C(C)=C(C)C(C)=C(C)C=1, predict the reaction product. The product is: [Br:30][C:27]1[CH:26]=[CH:25][C:24]([NH:23][C:19]2[N:20]=[C:21]([CH3:22])[C:16]([OH:15])=[C:17]([CH3:32])[C:18]=2[CH3:31])=[CH:29][CH:28]=1. (7) Given the reactants [F:1][C:2]1[CH:3]=[C:4]([NH:9][C:10]2[N:18]=[CH:17][C:16]([F:19])=[CH:15][C:11]=2[C:12]([OH:14])=O)[CH:5]=[CH:6][C:7]=1[F:8].[NH2:20][CH:21]1[CH2:26][CH2:25][N:24]([C:27]([O:29][C:30]([CH3:33])([CH3:32])[CH3:31])=[O:28])[CH2:23][CH2:22]1.CN(C(ON1N=NC2C=CC=NC1=2)=[N+](C)C)C.F[P-](F)(F)(F)(F)F.C1C=NC2N(O)N=NC=2C=1.CCN(C(C)C)C(C)C, predict the reaction product. The product is: [F:1][C:2]1[CH:3]=[C:4]([NH:9][C:10]2[C:11]([C:12]([NH:20][CH:21]3[CH2:22][CH2:23][N:24]([C:27]([O:29][C:30]([CH3:33])([CH3:32])[CH3:31])=[O:28])[CH2:25][CH2:26]3)=[O:14])=[CH:15][C:16]([F:19])=[CH:17][N:18]=2)[CH:5]=[CH:6][C:7]=1[F:8]. (8) Given the reactants [C:1]1(B(O)O)[C:10]2[C:5](=[CH:6][CH:7]=[CH:8][CH:9]=2)[CH:4]=[CH:3][CH:2]=1.FC(F)(F)S([O:19][C:20]1[CH:29]=[CH:28][C:27]2[C:22](=[CH:23][CH:24]=[C:25](O)[CH:26]=2)[CH:21]=1)(=O)=O.P([O-])([O-])([O-])=O.[K+].[K+].[K+].C(Cl)Cl, predict the reaction product. The product is: [C:1]1([C:25]2[CH:24]=[CH:23][C:22]3[C:27](=[CH:28][CH:29]=[C:20]([OH:19])[CH:21]=3)[CH:26]=2)[C:10]2[C:5](=[CH:6][CH:7]=[CH:8][CH:9]=2)[CH:4]=[CH:3][CH:2]=1. (9) Given the reactants [CH3:1][O:2][C:3]1[CH:10]=[CH:9][CH:8]=[CH:7][C:4]=1[CH2:5][NH2:6].Cl[CH2:12][CH2:13][N:14]([CH2:37][CH2:38]Cl)[C:15]1[CH:35]=[C:34]([Cl:36])[C:18]2[O:19][C:20]3[C:29]([CH3:30])=[CH:28][C:27]([C:31]([OH:33])=[O:32])=[CH:26][C:21]=3[S:22](=[O:25])(=[O:24])[CH2:23][C:17]=2[CH:16]=1.[CH3:40]O, predict the reaction product. The product is: [CH3:40][O:33][C:31]([C:27]1[CH:28]=[C:29]([CH3:30])[C:20]2[O:19][C:18]3[C:34]([Cl:36])=[CH:35][C:15]([N:14]4[CH2:13][CH2:12][N:6]([CH2:5][C:4]5[CH:7]=[CH:8][CH:9]=[CH:10][C:3]=5[O:2][CH3:1])[CH2:38][CH2:37]4)=[CH:16][C:17]=3[CH2:23][S:22](=[O:25])(=[O:24])[C:21]=2[CH:26]=1)=[O:32].